This data is from Forward reaction prediction with 1.9M reactions from USPTO patents (1976-2016). The task is: Predict the product of the given reaction. (1) Given the reactants [CH3:1][C:2]([CH3:21])([CH3:20])[C:3]([C:5]1[C:13]2[C:8](=[CH:9][C:10]([O:14][CH3:15])=[CH:11][CH:12]=2)[N:7]([CH2:16][C:17](O)=[O:18])[N:6]=1)=[O:4].C1C=CC2N(O)N=NC=2C=1.[CH2:32]([NH:36][CH2:37][CH:38]([CH3:40])[CH3:39])[CH:33]([CH3:35])[CH3:34].CCN(C(C)C)C(C)C, predict the reaction product. The product is: [CH3:21][C:2]([CH3:1])([CH3:20])[C:3]([C:5]1[C:13]2[C:8](=[CH:9][C:10]([O:14][CH3:15])=[CH:11][CH:12]=2)[N:7]([CH2:16][C:17]([N:36]([CH2:37][CH:38]([CH3:40])[CH3:39])[CH2:32][CH:33]([CH3:35])[CH3:34])=[O:18])[N:6]=1)=[O:4]. (2) Given the reactants C(OC([N:8]1[CH2:13][CH2:12][C@H:11]([C:14]2[CH:19]=[CH:18][C:17]([O:20][CH2:21][CH2:22][O:23][C:24]3[C:29]([Cl:30])=[CH:28][C:27]([CH3:31])=[CH:26][C:25]=3[Cl:32])=[CH:16][CH:15]=2)[C@@H:10]([C:33](=[O:50])[N:34]([CH2:38][C:39]2[CH:44]=[C:43]([CH2:45][CH2:46][O:47][CH3:48])[CH:42]=[CH:41][C:40]=2[Cl:49])[CH:35]2[CH2:37][CH2:36]2)[CH2:9]1)=O)(C)(C)C.Cl.[OH-].[Na+], predict the reaction product. The product is: [Cl:49][C:40]1[CH:41]=[CH:42][C:43]([CH2:45][CH2:46][O:47][CH3:48])=[CH:44][C:39]=1[CH2:38][N:34]([CH:35]1[CH2:37][CH2:36]1)[C:33]([C@@H:10]1[C@@H:11]([C:14]2[CH:19]=[CH:18][C:17]([O:20][CH2:21][CH2:22][O:23][C:24]3[C:25]([Cl:32])=[CH:26][C:27]([CH3:31])=[CH:28][C:29]=3[Cl:30])=[CH:16][CH:15]=2)[CH2:12][CH2:13][NH:8][CH2:9]1)=[O:50]. (3) Given the reactants [Br:1][C:2]1[CH:3]=[C:4](/[C:8](/[C:16]2[CH:20]=[C:19]([CH:21]3[O:25][CH2:24][CH2:23][O:22]3)[S:18][CH:17]=2)=[N:9]\[S:10]([C:12]([CH3:15])([CH3:14])[CH3:13])=[O:11])[CH:5]=[CH:6][CH:7]=1.[Li]C.[CH3:28]COCC, predict the reaction product. The product is: [Br:1][C:2]1[CH:3]=[C:4]([C@@:8]([NH:9][S:10]([C:12]([CH3:15])([CH3:14])[CH3:13])=[O:11])([C:16]2[CH:20]=[C:19]([CH:21]3[O:25][CH2:24][CH2:23][O:22]3)[S:18][CH:17]=2)[CH3:28])[CH:5]=[CH:6][CH:7]=1. (4) Given the reactants [NH2:1][C:2]1[C:7]([Cl:8])=[C:6]([C:9]([O:11]C)=[O:10])[N:5]=[C:4]([C:13]2[CH:14]=[N:15][C:16]([C:19]([F:22])([F:21])[F:20])=[CH:17][CH:18]=2)[C:3]=1[F:23].[OH-].[Li+], predict the reaction product. The product is: [NH2:1][C:2]1[C:7]([Cl:8])=[C:6]([C:9]([OH:11])=[O:10])[N:5]=[C:4]([C:13]2[CH:14]=[N:15][C:16]([C:19]([F:20])([F:22])[F:21])=[CH:17][CH:18]=2)[C:3]=1[F:23].